This data is from Reaction yield outcomes from USPTO patents with 853,638 reactions. The task is: Predict the reaction yield, written as a fraction of the theoretical maximum amount of product (1.0 means a 100% yield; for example, 0.34 means a 34% yield). (1) The reactants are Cl[CH2:2][CH2:3][NH:4][C:5]([NH:7][C:8]1[CH:9]=[N:10][N:11]([CH2:13][C:14]2[C:15]([CH3:20])=[N:16][O:17][C:18]=2[CH3:19])[CH:12]=1)=[O:6].[H-].[Na+]. The catalyst is CN(C=O)C. The product is [CH3:20][C:15]1[C:14]([CH2:13][N:11]2[CH:12]=[C:8]([N:7]3[CH2:2][CH2:3][NH:4][C:5]3=[O:6])[CH:9]=[N:10]2)=[C:18]([CH3:19])[O:17][N:16]=1. The yield is 0.970. (2) The reactants are [CH:1]([C:3]1[CH:8]=[CH:7][C:6]([S:9]([C:12]2[CH:17]=[CH:16][CH:15]=[CH:14][C:13]=2[F:18])(=[O:11])=[O:10])=[CH:5][N:4]=1)=[CH2:2].[F:19][C:20]1[CH:25]=[CH:24][CH:23]=[CH:22][C:21]=1I.C1(C)C=CC=CC=1P(C1C=CC=CC=1C)C1C=CC=CC=1C. The catalyst is C(#N)C.C(N(CC)CC)C.C(OCC)(=O)C.C([O-])(=O)C.[Pd+2].C([O-])(=O)C. The product is [F:19][C:20]1[CH:25]=[CH:24][CH:23]=[CH:22][C:21]=1/[CH:2]=[CH:1]/[C:3]1[CH:8]=[CH:7][C:6]([S:9]([C:12]2[CH:17]=[CH:16][CH:15]=[CH:14][C:13]=2[F:18])(=[O:10])=[O:11])=[CH:5][N:4]=1. The yield is 0.570. (3) The reactants are C([N:14]1[CH2:17][CH:16]([O:18][C:19]2[CH:24]=[CH:23][C:22]([C:25]3[CH:30]=[CH:29][CH:28]=[CH:27][CH:26]=3)=[CH:21][CH:20]=2)[CH2:15]1)(C1C=CC=CC=1)C1C=CC=CC=1.[Cl:31]C(OC(Cl)C)=O. The catalyst is ClCCl. The product is [ClH:31].[C:22]1([C:25]2[CH:30]=[CH:29][CH:28]=[CH:27][CH:26]=2)[CH:23]=[CH:24][C:19]([O:18][CH:16]2[CH2:17][NH:14][CH2:15]2)=[CH:20][CH:21]=1. The yield is 0.720.